This data is from hERG potassium channel inhibition data for cardiac toxicity prediction from Karim et al.. The task is: Regression/Classification. Given a drug SMILES string, predict its toxicity properties. Task type varies by dataset: regression for continuous values (e.g., LD50, hERG inhibition percentage) or binary classification for toxic/non-toxic outcomes (e.g., AMES mutagenicity, cardiotoxicity, hepatotoxicity). Dataset: herg_karim. (1) The molecule is O=c1c2cc(-c3ccc(Cl)cc3)cn2ncn1-c1ccc(N2CC(O)C2)nc1. The result is 1 (blocker). (2) The compound is c1cc(N2CCCCC2)ccc1OCCCN1CCCCC1. The result is 1 (blocker). (3) The drug is CC(C)N1CCN(Cc2cnc(-c3ccc(C(=O)Nc4ccccc4N)cc3)c(F)c2)CC1. The result is 0 (non-blocker). (4) The compound is Cc1c2c(n3c1CCCN1CCCCC1CNc1cc-3ccc1C(N)=O)CC(C)(C)CC2=O. The result is 1 (blocker). (5) The drug is Cc1c(Cl)ccc(OC2CCN(CC3CCN([C@@H](Cc4ccc(F)cc4)C(=O)O)CC3)CC2)c1Cl. The result is 0 (non-blocker). (6) The result is 1 (blocker). The compound is C[C@@H](c1ncccc1F)c1c(CCN(C)C)sc2ccccc12. (7) The molecule is COc1cc(Nc2nn3c(NCC(C)(C)N)cc(C)nc3c2C(N)=O)cc(OC)c1. The result is 1 (blocker). (8) The compound is CC#Cc1cncc(-c2ccc3c(c2)C2(CSC(N)=N2)C2(COC2)CO3)c1. The result is 1 (blocker).